This data is from Full USPTO retrosynthesis dataset with 1.9M reactions from patents (1976-2016). The task is: Predict the reactants needed to synthesize the given product. (1) Given the product [CH3:1][O:2][C:3]1[N:8]=[CH:7][C:6]([NH:9][C:15](=[O:16])[O:14][C:11]([CH3:13])([CH3:12])[CH3:10])=[CH:5][CH:4]=1, predict the reactants needed to synthesize it. The reactants are: [CH3:1][O:2][C:3]1[N:8]=[CH:7][C:6]([NH2:9])=[CH:5][CH:4]=1.[CH3:10][C:11]([O:14][C:15](O[C:15]([O:14][C:11]([CH3:13])([CH3:12])[CH3:10])=[O:16])=[O:16])([CH3:13])[CH3:12]. (2) The reactants are: [CH2:1]([CH:3]([CH2:17][CH3:18])[CH:4]([C:10]1[CH:16]=[CH:15][C:13]([NH2:14])=[CH:12][CH:11]=1)[N:5]1[CH:9]=[CH:8][N:7]=[CH:6]1)[CH3:2].[C:19]([S-:21])#[N:20].[K+].BrBr.[NH4+].[OH-]. Given the product [CH2:17]([CH:3]([CH2:1][CH3:2])[CH:4]([C:10]1[CH:11]=[CH:12][C:13]2[N:14]=[C:19]([NH2:20])[S:21][C:15]=2[CH:16]=1)[N:5]1[CH:9]=[CH:8][N:7]=[CH:6]1)[CH3:18], predict the reactants needed to synthesize it.